This data is from Catalyst prediction with 721,799 reactions and 888 catalyst types from USPTO. The task is: Predict which catalyst facilitates the given reaction. (1) Reactant: [C:1](O)(=[O:5])[CH2:2][CH2:3][CH3:4].F[P-](F)(F)(F)(F)F.N1(OC(N(C)C)=[N+](C)C)C2N=CC=CC=2N=N1.[NH2:31][C:32]1[CH:45]=[CH:44][C:35]([C:36]([NH:38][C:39]2[S:40][CH:41]=[CH:42][N:43]=2)=[O:37])=[CH:34][CH:33]=1. Product: [C:1]([NH:31][C:32]1[CH:45]=[CH:44][C:35]([C:36]([NH:38][C:39]2[S:40][CH:41]=[CH:42][N:43]=2)=[O:37])=[CH:34][CH:33]=1)(=[O:5])[CH2:2][CH2:3][CH3:4]. The catalyst class is: 3. (2) Reactant: [C:1]([N:4]1[C:13]2[C:8](=[CH:9][C:10]([NH:14][C:15](=[O:28])[C:16]3[CH:21]=[CH:20][C:19]([C:22]4[CH:27]=[CH:26][CH:25]=[CH:24][CH:23]=4)=[CH:18][CH:17]=3)=[CH:11][CH:12]=2)[C:7]([C:30]2[CH:35]=[CH:34][C:33]([O:36]C)=[CH:32][CH:31]=2)([CH3:29])[CH2:6][C:5]1([CH3:39])[CH3:38])(=[O:3])[CH3:2].B(Br)(Br)Br.[OH-].[Na+].Cl. Product: [C:1]([N:4]1[C:13]2[C:8](=[CH:9][C:10]([NH:14][C:15](=[O:28])[C:16]3[CH:21]=[CH:20][C:19]([C:22]4[CH:27]=[CH:26][CH:25]=[CH:24][CH:23]=4)=[CH:18][CH:17]=3)=[CH:11][CH:12]=2)[C:7]([C:30]2[CH:31]=[CH:32][C:33]([OH:36])=[CH:34][CH:35]=2)([CH3:29])[CH2:6][C:5]1([CH3:39])[CH3:38])(=[O:3])[CH3:2]. The catalyst class is: 124. (3) Reactant: [NH2:1][C:2]1[CH:3]=[C:4]2[C:9](=[CH:10][CH:11]=1)[N:8]=[CH:7][C:6]([C:12]#[N:13])=[C:5]2[NH:14][C:15]1[CH:20]=[CH:19][C:18]([F:21])=[C:17]([Cl:22])[CH:16]=1.[C:23]1([S:29]([C:32]2[S:33][C:34]([CH:37]=O)=[CH:35][N:36]=2)(=[O:31])=[O:30])[CH:28]=[CH:27][CH:26]=[CH:25][CH:24]=1.[BH3-]C#N.[Na+]. Product: [Cl:22][C:17]1[CH:16]=[C:15]([NH:14][C:5]2[C:4]3[C:9](=[CH:10][CH:11]=[C:2]([NH:1][CH2:37][C:34]4[S:33][C:32]([S:29]([C:23]5[CH:24]=[CH:25][CH:26]=[CH:27][CH:28]=5)(=[O:31])=[O:30])=[N:36][CH:35]=4)[CH:3]=3)[N:8]=[CH:7][C:6]=2[C:12]#[N:13])[CH:20]=[CH:19][C:18]=1[F:21]. The catalyst class is: 14. (4) Reactant: [ClH:1].[N:2]1([CH2:7][C:8]2[CH:13]=[CH:12][C:11]([NH2:14])=[CH:10][CH:9]=2)[CH:6]=[N:5][CH:4]=[N:3]1.[N:15]([O-])=O.[Na+].S([O-])([O-])=O.[Na+].[Na+]. Product: [ClH:1].[N:2]1([CH2:7][C:8]2[CH:13]=[CH:12][C:11]([NH:14][NH2:15])=[CH:10][CH:9]=2)[CH:6]=[N:5][CH:4]=[N:3]1. The catalyst class is: 223. (5) Reactant: [NH2:1][CH2:2][CH2:3][OH:4].Cl[C:6]1[N:7]([CH2:28][CH:29]2[CH2:31][CH2:30]2)[C:8]2[C:13]([N:14]=1)=[C:12]([N:15]1[CH2:20][CH2:19][O:18][CH2:17][CH2:16]1)[N:11]=[C:10]([C:21]1[CH:22]=[N:23][C:24]([NH2:27])=[N:25][CH:26]=1)[N:9]=2. Product: [NH2:27][C:24]1[N:23]=[CH:22][C:21]([C:10]2[N:9]=[C:8]3[C:13]([N:14]=[C:6]([NH:1][CH2:2][CH2:3][OH:4])[N:7]3[CH2:28][CH:29]3[CH2:31][CH2:30]3)=[C:12]([N:15]3[CH2:20][CH2:19][O:18][CH2:17][CH2:16]3)[N:11]=2)=[CH:26][N:25]=1. The catalyst class is: 16. (6) Reactant: [BH4-].[Na+].C(O)(C(F)(F)F)=O.[CH3:10][N:11]([CH3:28])[CH2:12][CH2:13][C:14]1[S:18][C:17]2[CH:19]=[CH:20][CH:21]=[CH:22][C:16]=2[C:15]=1[C:23](=O)[CH2:24][O:25][CH3:26].[NH4+].[OH-]. Product: [CH3:26][O:25][CH2:24][CH2:23][C:15]1[C:16]2[CH:22]=[CH:21][CH:20]=[CH:19][C:17]=2[S:18][C:14]=1[CH2:13][CH2:12][N:11]([CH3:10])[CH3:28]. The catalyst class is: 4. (7) Reactant: [F:1][C:2]1[CH:7]=[C:6]([S:8]([CH3:11])(=[O:10])=[O:9])[CH:5]=[C:4]([F:12])[C:3]=1[C:13]1[N:18]=[C:17]([C:19]([O-:21])=[O:20])[CH:16]=[CH:15][C:14]=1[F:22].[Li+].[OH-]. Product: [F:1][C:2]1[CH:7]=[C:6]([S:8]([CH3:11])(=[O:9])=[O:10])[CH:5]=[C:4]([F:12])[C:3]=1[C:13]1[N:18]=[C:17]([C:19]([OH:21])=[O:20])[CH:16]=[CH:15][C:14]=1[F:22]. The catalyst class is: 1.